From a dataset of Catalyst prediction with 721,799 reactions and 888 catalyst types from USPTO. Predict which catalyst facilitates the given reaction. (1) Reactant: [CH:1]1([C:7]2[N:11]3[C:12]4[C:17]([NH:18][C:19](=[O:20])[C:10]3=[CH:9][N:8]=2)=[CH:16][CH:15]=[C:14]([C:21](N(C)OC)=[O:22])[CH:13]=4)[CH2:6][CH2:5][CH2:4][CH2:3][CH2:2]1.[CH3:27][Mg]Br.O1CCCC1.O. Product: [C:21]([C:14]1[CH:13]=[C:12]2[C:17]([NH:18][C:19](=[O:20])[C:10]3[N:11]2[C:7]([CH:1]2[CH2:2][CH2:3][CH2:4][CH2:5][CH2:6]2)=[N:8][CH:9]=3)=[CH:16][CH:15]=1)(=[O:22])[CH3:27]. The catalyst class is: 7. (2) Reactant: C(N(CC)C(Cl)=O)C.[CH2:9]([N:11]([C:14]([N:16]=[C:17]=[S:18])=[O:15])[CH2:12][CH3:13])[CH3:10].[CH3:19][O:20][C:21]1[CH:22]=[C:23]2[C:28](=[CH:29][C:30]=1[O:31][CH3:32])[N:27]=[CH:26][CH:25]=[C:24]2[O:33][C:34]1[CH:40]=[CH:39][C:37]([NH2:38])=[CH:36][CH:35]=1.C1(C)C=CC=CC=1. Product: [CH2:9]([N:11]([C:14]([N:16]=[C:17]=[S:18])=[O:15])[CH2:12][CH3:13])[CH3:10].[CH3:19][O:20][C:21]1[CH:22]=[C:23]2[C:28](=[CH:29][C:30]=1[O:31][CH3:32])[N:27]=[CH:26][CH:25]=[C:24]2[O:33][C:34]1[CH:35]=[CH:36][C:37]([NH:38][C:17]([NH:16][C:14]([N:11]([CH2:12][CH3:13])[CH2:9][CH3:10])=[O:15])=[S:18])=[CH:39][CH:40]=1. The catalyst class is: 8. (3) Reactant: [CH3:1][O:2][C:3]1[CH:8]=[CH:7][C:6]([CH:9]2[O:14][C@H:13]3[CH2:15][C@H:16]([N:18]4C(=O)C5C(=CC=CC=5)C4=O)[CH2:17][C@H:12]3[CH2:11][O:10]2)=[CH:5][CH:4]=1.NN. Product: [CH3:1][O:2][C:3]1[CH:4]=[CH:5][C:6]([CH:9]2[O:14][C@H:13]3[CH2:15][C@H:16]([NH2:18])[CH2:17][C@H:12]3[CH2:11][O:10]2)=[CH:7][CH:8]=1. The catalyst class is: 14. (4) Reactant: [NH:1]1[CH2:4][CH:3]([N:5]2[C:9]3=[N:10][CH:11]=[N:12][C:13]([NH2:14])=[C:8]3[C:7]([C:15]3[CH:20]=[CH:19][C:18]([O:21][C:22]4[CH:27]=[CH:26][CH:25]=[CH:24][CH:23]=4)=[CH:17][CH:16]=3)=[N:6]2)[CH2:2]1.[C:28]([O:32][C:33]([N:35]([CH2:41][CH2:42][OH:43])[CH2:36][CH2:37][C:38](O)=[O:39])=[O:34])([CH3:31])([CH3:30])[CH3:29].Cl.CN(C)CCCN=C=NCC.C(N(CC)C(C)C)(C)C.ON1C2N=CC=CC=2N=N1. Product: [NH2:14][C:13]1[N:12]=[CH:11][N:10]=[C:9]2[N:5]([CH:3]3[CH2:2][N:1]([C:38](=[O:39])[CH2:37][CH2:36][N:35]([CH2:41][CH2:42][OH:43])[C:33](=[O:34])[O:32][C:28]([CH3:29])([CH3:30])[CH3:31])[CH2:4]3)[N:6]=[C:7]([C:15]3[CH:16]=[CH:17][C:18]([O:21][C:22]4[CH:27]=[CH:26][CH:25]=[CH:24][CH:23]=4)=[CH:19][CH:20]=3)[C:8]=12. The catalyst class is: 4. (5) Reactant: N(C(C)C)C(C)C.C([Li])CCC.[Br:13][C:14]1[CH:19]=[CH:18][CH:17]=[C:16]([CH2:20][N:21]2[CH:25]=[CH:24][N:23]=[N:22]2)[N:15]=1.N1([CH2:35][OH:36])C2C=CC=CC=2N=N1. Product: [Br:13][C:14]1[N:15]=[C:16]([CH:20]([N:21]2[CH:25]=[CH:24][N:23]=[N:22]2)[CH2:35][OH:36])[CH:17]=[CH:18][CH:19]=1. The catalyst class is: 1.